From a dataset of Full USPTO retrosynthesis dataset with 1.9M reactions from patents (1976-2016). Predict the reactants needed to synthesize the given product. (1) Given the product [O:2]=[C:3]1[C:8]([CH2:9][N:10]2[CH2:11][CH2:12][CH:13]([CH2:16][CH2:17][C:18]3[CH:23]=[CH:22][CH:21]=[CH:20][C:19]=3[CH3:24])[CH2:14][CH2:15]2)=[CH:7][CH:6]=[CH:5][NH:4]1, predict the reactants needed to synthesize it. The reactants are: C[O:2][C:3]1[C:8]([CH2:9][N:10]2[CH2:15][CH2:14][CH:13]([CH2:16][CH2:17][C:18]3[CH:23]=[CH:22][CH:21]=[CH:20][C:19]=3[CH3:24])[CH2:12][CH2:11]2)=[CH:7][CH:6]=[CH:5][N:4]=1.Cl.CO. (2) The reactants are: [Cl:1][C:2]1[CH:3]=[C:4]([CH:17]=[CH:18][C:19]=1[O:20][CH2:21][O:22][CH3:23])[C:5]([NH:7][C:8]([CH3:16])([C:10]1[CH:15]=[CH:14][CH:13]=[CH:12][CH:11]=1)[CH3:9])=[O:6].CN(CCN(C)C)C.CN([CH:35]=[O:36])C. Given the product [Cl:1][C:2]1[C:19]([O:20][CH2:21][O:22][CH3:23])=[CH:18][CH:17]=[C:4]2[C:3]=1[CH:35]([OH:36])[N:7]([C:8]([CH3:16])([C:10]1[CH:15]=[CH:14][CH:13]=[CH:12][CH:11]=1)[CH3:9])[C:5]2=[O:6], predict the reactants needed to synthesize it.